From a dataset of Reaction yield outcomes from USPTO patents with 853,638 reactions. Predict the reaction yield, written as a fraction of the theoretical maximum amount of product (1.0 means a 100% yield; for example, 0.34 means a 34% yield). The reactants are [Cl:1][C:2]1[CH:7]=[CH:6][C:5]([C:8]([C:15]2[CH:20]=[CH:19][C:18]([I:21])=[CH:17][CH:16]=2)([OH:14])[CH2:9][NH:10][CH2:11][CH2:12]O)=[CH:4][CH:3]=1.OS(O)(=O)=O. The catalyst is C(Cl)Cl.C(OCC)(=O)C. The product is [Cl:1][C:2]1[CH:7]=[CH:6][C:5]([C:8]2([C:15]3[CH:20]=[CH:19][C:18]([I:21])=[CH:17][CH:16]=3)[O:14][CH2:12][CH2:11][NH:10][CH2:9]2)=[CH:4][CH:3]=1. The yield is 0.430.